This data is from Reaction yield outcomes from USPTO patents with 853,638 reactions. The task is: Predict the reaction yield, written as a fraction of the theoretical maximum amount of product (1.0 means a 100% yield; for example, 0.34 means a 34% yield). (1) The product is [S:38]1[CH2:39][CH2:40][N:36]2[N:35]=[C:34]([CH:33]=[O:42])[CH:41]=[C:37]12. The yield is 0.392. The reactants are P([O-])([O-])([O-])=O.O1CCCC1.C(#N)C.[N+](C1C=CC(COC(C2N3[C@H](SC=2)C([CH:33]([O:42]C(=O)C)[C:34]2[CH:41]=[C:37]4[S:38][CH2:39][CH2:40][N:36]4[N:35]=2)(Br)C3=O)=O)=CC=1)([O-])=O. The catalyst is [Zn].C(OCC)(=O)C. (2) The reactants are [CH:1]1([CH2:6][CH2:7][CH2:8][OH:9])[CH2:5][CH2:4][CH2:3][CH2:2]1.C(N(CC)CC)C.[Br:17][C:18]1[CH:23]=[CH:22][C:21]([S:24](Cl)(=[O:26])=[O:25])=[CH:20][CH:19]=1. The catalyst is ClCCl.Cl. The product is [Br:17][C:18]1[CH:23]=[CH:22][C:21]([S:24]([O:9][CH2:8][CH2:7][CH2:6][CH:1]2[CH2:5][CH2:4][CH2:3][CH2:2]2)(=[O:26])=[O:25])=[CH:20][CH:19]=1. The yield is 0.800. (3) The reactants are [F:1][C:2]1[CH:3]=[C:4]2[C:19](=[O:20])[NH:18][N:17]=[C:7]3[CH2:8][C:9]([CH3:16])([CH3:15])[CH2:10][C:11]4[NH:12][C:13]([CH:14]=1)=[C:5]2[C:6]=43.C(=O)([OH:23])N. The catalyst is O1CCOCC1. The product is [F:1][C:2]1[CH:3]=[C:4]2[C:19](=[O:20])[NH:18][N:17]=[C:7]3[CH2:8][C:9]([CH3:16])([CH3:15])[C:10](=[O:23])[C:11]4[NH:12][C:13]([CH:14]=1)=[C:5]2[C:6]=43. The yield is 0.380. (4) The reactants are [C:1]([CH:4]1[CH2:9][CH2:8][N:7]([CH:10]([C:22]2[CH:27]=[CH:26][CH:25]=[CH:24][CH:23]=2)[C:11]([O:13][C@@H:14]2[CH:19]3[CH2:20][CH2:21][N:16]([CH2:17][CH2:18]3)[CH2:15]2)=[O:12])[CH2:6][CH2:5]1)(=[O:3])[NH2:2].[Cl:28][CH2:29][C:30]([C:32]1[CH:37]=[CH:36][CH:35]=[CH:34][CH:33]=1)=[O:31]. The catalyst is CCOC(C)=O.C(#N)C. The product is [Cl-:28].[C:1]([CH:4]1[CH2:9][CH2:8][N:7]([CH:10]([C:22]2[CH:27]=[CH:26][CH:25]=[CH:24][CH:23]=2)[C:11]([O:13][C@@H:14]2[CH:19]3[CH2:20][CH2:21][N+:16]([CH2:29][C:30](=[O:31])[C:32]4[CH:37]=[CH:36][CH:35]=[CH:34][CH:33]=4)([CH2:17][CH2:18]3)[CH2:15]2)=[O:12])[CH2:6][CH2:5]1)(=[O:3])[NH2:2]. The yield is 0.333. (5) The reactants are C(O)(=O)C(C1C=CC=CC=1)O.[CH2:12]([N:19]1[CH2:24][CH2:23][N:22]([CH2:25][C:26]2[CH:31]=[CH:30][CH:29]=[CH:28][CH:27]=2)[CH2:21][C@@H:20]1[CH:32]=[CH2:33])[C:13]1[CH:18]=[CH:17][CH:16]=[CH:15][CH:14]=1.O.[OH-].[Na+]. The catalyst is CC(OC)(C)C. The product is [CH2:12]([N:19]1[CH2:24][CH2:23][N:22]([CH2:25][C:26]2[CH:31]=[CH:30][CH:29]=[CH:28][CH:27]=2)[CH2:21][C@@H:20]1[CH:32]=[CH2:33])[C:13]1[CH:14]=[CH:15][CH:16]=[CH:17][CH:18]=1. The yield is 0.997. (6) The reactants are [C:1]([CH2:3][C:4]([NH2:6])=[S:5])#[N:2].CO[C:9](OC)([N:11]([CH3:13])[CH3:12])[CH3:10]. The catalyst is C(#N)C. The product is [C:1](/[C:3](=[C:9](/[N:11]([CH3:13])[CH3:12])\[CH3:10])/[C:4](=[S:5])[NH2:6])#[N:2]. The yield is 0.620. (7) The reactants are [Cl:1][C:2]1[CH:18]=[CH:17][C:16]([C@H:19]2[C@H:24]([O:25]CC3C=CC=CC=3)[C@@H:23]([O:33]CC3C=CC=CC=3)[C@H:22]([O:41]CC3C=CC=CC=3)[C@@H:21]([CH2:49][O:50]CC3C=CC=CC=3)[S:20]2)=[CH:15][C:3]=1[CH2:4][C:5]1[CH:14]=[CH:13][C:8]2[O:9][CH2:10][CH2:11][O:12][C:7]=2[CH:6]=1.B(Cl)(Cl)Cl. The catalyst is ClCCl. The product is [Cl:1][C:2]1[CH:18]=[CH:17][C:16]([C@H:19]2[C@H:24]([OH:25])[C@@H:23]([OH:33])[C@H:22]([OH:41])[C@@H:21]([CH2:49][OH:50])[S:20]2)=[CH:15][C:3]=1[CH2:4][C:5]1[CH:14]=[CH:13][C:8]2[O:9][CH2:10][CH2:11][O:12][C:7]=2[CH:6]=1. The yield is 0.120.